From a dataset of Full USPTO retrosynthesis dataset with 1.9M reactions from patents (1976-2016). Predict the reactants needed to synthesize the given product. (1) Given the product [F:8][C:9]1[CH:10]=[C:11]([CH:32]=[CH:33][CH:34]=1)[CH:12]=[C:40]1[CH2:39][N:38]2[CH:42]([CH2:35][CH2:36][CH2:37]2)[CH2:41]1, predict the reactants needed to synthesize it. The reactants are: CC(C)([O-])C.[K+].[Br-].[F:8][C:9]1[CH:10]=[C:11]([CH:32]=[CH:33][CH:34]=1)[CH2:12][P+](C1C=CC=CC=1)(C1C=CC=CC=1)C1C=CC=CC=1.[CH2:35]1[CH:42]2[N:38]([CH2:39][CH2:40][CH2:41]2)[CH2:37][C:36]1=O. (2) Given the product [CH3:1][C:2]1[O:3][C:4]2[C:9]([C:10](=[O:12])[CH:11]=1)=[CH:8][CH:7]=[CH:6][C:5]=2[CH:13]=[C:17]([C:16](=[O:15])[CH3:25])[C:18]([O:20][CH2:21][CH:22]1[CH2:24][CH2:23]1)=[O:19], predict the reactants needed to synthesize it. The reactants are: [CH3:1][C:2]1[O:3][C:4]2[C:9]([C:10](=[O:12])[CH:11]=1)=[CH:8][CH:7]=[CH:6][C:5]=2[CH:13]=O.[O:15]=[C:16]([CH3:25])[CH2:17][C:18]([O:20][CH2:21][CH:22]1[CH2:24][CH2:23]1)=[O:19].C(O)(=O)C.N1CCCCC1. (3) Given the product [CH2:18]([N:25]([CH2:38][CH2:39][N:9]1[CH2:10][CH:11]([OH:12])[C:5]([CH:1]2[CH2:2][CH2:3][CH2:4]2)([OH:17])[C:6]2[CH:16]=[CH:15][CH:14]=[CH:13][C:7]=2[CH2:8]1)[S:26]([C:29]1[CH:34]=[CH:33][CH:32]=[CH:31][C:30]=1[N+:35]([O-:37])=[O:36])(=[O:28])=[O:27])[C:19]1[CH:24]=[CH:23][CH:22]=[CH:21][CH:20]=1, predict the reactants needed to synthesize it. The reactants are: [CH:1]1([C:5]2([OH:17])[CH:11]([OH:12])[CH2:10][NH:9][CH2:8][C:7]3[CH:13]=[CH:14][CH:15]=[CH:16][C:6]2=3)[CH2:4][CH2:3][CH2:2]1.[CH2:18]([N:25]([CH2:38][CH:39]=O)[S:26]([C:29]1[CH:34]=[CH:33][CH:32]=[CH:31][C:30]=1[N+:35]([O-:37])=[O:36])(=[O:28])=[O:27])[C:19]1[CH:24]=[CH:23][CH:22]=[CH:21][CH:20]=1.[BH3-]C#N.[Na+].[OH-].[Na+]. (4) The reactants are: [CH3:1][CH:2]1[CH2:7][CH2:6][CH:5]([C:8]([N:10]([CH:25]2[CH2:30][CH2:29][N:28]([CH3:31])[CH2:27][CH2:26]2)[C:11]2[CH:15]=[C:14]([C:16]3[CH:21]=[CH:20][CH:19]=[CH:18][CH:17]=3)[S:13][C:12]=2[C:22]([OH:24])=[O:23])=[O:9])[CH2:4][CH2:3]1.C(=O)([O-])[O-].[Cs+].[Cs+].[I-].[Na+].[CH:40]([O:43][C:44](=[O:48])[O:45][CH2:46]Cl)([CH3:42])[CH3:41]. Given the product [CH:40]([O:43][C:44]([O:45][CH2:46][O:23][C:22]([C:12]1[S:13][C:14]([C:16]2[CH:21]=[CH:20][CH:19]=[CH:18][CH:17]=2)=[CH:15][C:11]=1[N:10]([C:8]([CH:5]1[CH2:4][CH2:3][CH:2]([CH3:1])[CH2:7][CH2:6]1)=[O:9])[CH:25]1[CH2:26][CH2:27][N:28]([CH3:31])[CH2:29][CH2:30]1)=[O:24])=[O:48])([CH3:42])[CH3:41], predict the reactants needed to synthesize it.